From a dataset of Catalyst prediction with 721,799 reactions and 888 catalyst types from USPTO. Predict which catalyst facilitates the given reaction. (1) Reactant: [CH:1]([O:4][C:5]1[CH:6]=[CH:7][C:8]([O:11][C:12]2[CH:17]=[CH:16][C:15]([OH:18])=[CH:14][CH:13]=2)=[N:9][CH:10]=1)([CH3:3])[CH3:2].CS(O[CH2:24][CH:25]([NH:27][C:28]([O:30][C:31]([CH3:34])([CH3:33])[CH3:32])=[O:29])[CH3:26])(=O)=O.[H-].[Na+]. Product: [C:31]([O:30][C:28](=[O:29])[NH:27][CH:25]([CH3:24])[CH2:26][O:18][C:15]1[CH:14]=[CH:13][C:12]([O:11][C:8]2[CH:7]=[CH:6][C:5]([O:4][CH:1]([CH3:3])[CH3:2])=[CH:10][N:9]=2)=[CH:17][CH:16]=1)([CH3:34])([CH3:33])[CH3:32]. The catalyst class is: 3. (2) Reactant: [Br:1][C:2]1[CH:11]=[CH:10][C:5]([C:6]([O:8][CH3:9])=[O:7])=[CH:4][C:3]=1[OH:12].[C:13](=O)([O-])[O-].[K+].[K+].IC.C(OCC)(=O)C. Product: [Br:1][C:2]1[CH:11]=[CH:10][C:5]([C:6]([O:8][CH3:9])=[O:7])=[CH:4][C:3]=1[O:12][CH3:13]. The catalyst class is: 3. (3) Reactant: [Si:1]([O:18][CH2:19][CH2:20][CH2:21][OH:22])([C:14]([CH3:17])([CH3:16])[CH3:15])([C:8]1[CH:13]=[CH:12][CH:11]=[CH:10][CH:9]=1)[C:2]1[CH:7]=[CH:6][CH:5]=[CH:4][CH:3]=1.[Cr](Cl)([O-])(=O)=O.[NH+]1C=CC=CC=1. Product: [Si:1]([O:18][CH2:19][CH2:20][CH:21]=[O:22])([C:14]([CH3:16])([CH3:17])[CH3:15])([C:8]1[CH:9]=[CH:10][CH:11]=[CH:12][CH:13]=1)[C:2]1[CH:3]=[CH:4][CH:5]=[CH:6][CH:7]=1. The catalyst class is: 343. (4) Reactant: [F:1][CH2:2][CH:3]([O:6][C:7]1[CH:8]=[C:9]([CH:19]=[C:20]([OH:22])[CH:21]=1)[C:10]([NH:12][C:13]1[CH:17]=[CH:16][N:15]([CH3:18])[N:14]=1)=[O:11])[CH2:4][F:5].Cl[C:24]1[CH:25]=[CH:26][C:27]2[C:28](=[O:36])[N:29]([CH3:35])[CH2:30][CH2:31][O:32][C:33]=2[N:34]=1.C(=O)([O-])[O-].[K+].[K+]. Product: [F:5][CH2:4][CH:3]([O:6][C:7]1[CH:8]=[C:9]([CH:19]=[C:20]([O:22][C:24]2[CH:25]=[CH:26][C:27]3[C:28](=[O:36])[N:29]([CH3:35])[CH2:30][CH2:31][O:32][C:33]=3[N:34]=2)[CH:21]=1)[C:10]([NH:12][C:13]1[CH:17]=[CH:16][N:15]([CH3:18])[N:14]=1)=[O:11])[CH2:2][F:1]. The catalyst class is: 10. (5) Reactant: [CH3:1][O:2][C:3]1[CH:4]=[C:5]([O:14]COC)[C:6]([CH3:13])=[C:7]([O:9]COC)[CH:8]=1.Cl.O. Product: [CH3:1][O:2][C:3]1[CH:4]=[C:5]([OH:14])[C:6]([CH3:13])=[C:7]([OH:9])[CH:8]=1. The catalyst class is: 5. (6) Reactant: Br[C:2]1[CH:3]=[C:4]2[C:8](=[C:9]([C:11]([NH2:13])=[O:12])[CH:10]=1)[NH:7][CH:6]=[C:5]2[CH:14]1[CH2:19][CH2:18][N:17]([S:20]([CH:23]([CH3:25])[CH3:24])(=[O:22])=[O:21])[CH2:16][CH2:15]1.CC1(C)C(C)(C)OB([C:34]2[CH:35]=[C:36]([CH:39]=[O:40])[S:37][CH:38]=2)O1.C([O-])([O-])=O.[Cs+].[Cs+]. Product: [CH:39]([C:36]1[S:37][CH:38]=[C:34]([C:2]2[CH:3]=[C:4]3[C:8](=[C:9]([C:11]([NH2:13])=[O:12])[CH:10]=2)[NH:7][CH:6]=[C:5]3[CH:14]2[CH2:19][CH2:18][N:17]([S:20]([CH:23]([CH3:25])[CH3:24])(=[O:21])=[O:22])[CH2:16][CH2:15]2)[CH:35]=1)=[O:40]. The catalyst class is: 73. (7) Product: [Cl:42][C:9]1[CH:10]=[C:11]2[N:16]([CH2:17][O:18][CH2:19][CH2:20][Si:21]([CH3:22])([CH3:23])[CH3:24])[C:15]([O:25][C@H:26]3[CH2:35][O:34][C@H:33]4[C@@H:28]([O:29][CH:30]([C:36]5[CH:41]=[CH:40][CH:39]=[CH:38][CH:37]=5)[O:31][CH2:32]4)[CH2:27]3)=[N:14][C:12]2=[N:13][C:8]=1[C:5]1[CH:6]=[CH:7][C:2]([C:80]2[CH:89]=[CH:88][C:83]([C:84]([O:86][CH3:87])=[O:85])=[CH:82][CH:81]=2)=[CH:3][CH:4]=1. The catalyst class is: 713. Reactant: Br[C:2]1[CH:7]=[CH:6][C:5]([C:8]2[N:13]=[C:12]3[N:14]=[C:15]([O:25][C@H:26]4[CH2:35][O:34][C@H:33]5[C@@H:28]([O:29][CH:30]([C:36]6[CH:41]=[CH:40][CH:39]=[CH:38][CH:37]=6)[O:31][CH2:32]5)[CH2:27]4)[N:16]([CH2:17][O:18][CH2:19][CH2:20][Si:21]([CH3:24])([CH3:23])[CH3:22])[C:11]3=[CH:10][C:9]=2[Cl:42])=[CH:4][CH:3]=1.C1(P(C2CCCCC2)C2C=CC=CC=2C2C(OC)=CC=CC=2OC)CCCCC1.CC1(C)C(C)(C)OB([C:80]2[CH:89]=[CH:88][C:83]([C:84]([O:86][CH3:87])=[O:85])=[CH:82][CH:81]=2)O1.P([O-])([O-])([O-])=O.[K+].[K+].[K+]. (8) Reactant: Cl[C:2]1[C:11]2[C:6](=[CH:7][CH:8]=[C:9]([F:12])[CH:10]=2)[N:5]=[C:4]([CH:13]=[CH:14][C:15]2[O:16][C:17]([N+:20]([O-:22])=[O:21])=[CH:18][CH:19]=2)[N:3]=1.[CH3:23][Si:24]([CH3:37])([CH3:36])[O:25][CH2:26][CH2:27][NH:28][CH2:29][CH2:30][O:31][Si:32]([CH3:35])([CH3:34])[CH3:33]. Product: [F:12][C:9]1[CH:10]=[C:11]2[C:6](=[CH:7][CH:8]=1)[N:5]=[C:4]([CH:13]=[CH:14][C:15]1[O:16][C:17]([N+:20]([O-:22])=[O:21])=[CH:18][CH:19]=1)[N:3]=[C:2]2[N:28]([CH2:27][CH2:26][O:25][Si:24]([CH3:37])([CH3:36])[CH3:23])[CH2:29][CH2:30][O:31][Si:32]([CH3:33])([CH3:34])[CH3:35]. The catalyst class is: 60. (9) Reactant: [CH3:1][C:2]1[CH:11]=[CH:10][C:9]2[C:4](=[CH:5][C:6]([OH:12])=[CH:7][CH:8]=2)[N:3]=1.[O:13]1[CH2:17][CH2:16][CH2:15][CH2:14]1.C1(P(C2C=CC=CC=2)C2C=CC=CC=2)C=CC=CC=1.N(C(OCC)=O)=NC(OCC)=O.COC[C@@H](O)C. Product: [CH3:17][O:13][CH2:14][C@H:15]([O:12][C:6]1[CH:5]=[C:4]2[C:9]([CH:10]=[CH:11][C:2]([CH3:1])=[N:3]2)=[CH:8][CH:7]=1)[CH3:16]. The catalyst class is: 6.